From a dataset of Peptide-MHC class I binding affinity with 185,985 pairs from IEDB/IMGT. Regression. Given a peptide amino acid sequence and an MHC pseudo amino acid sequence, predict their binding affinity value. This is MHC class I binding data. (1) The peptide sequence is VLLNNRWIM. The binding affinity (normalized) is 0.386. The MHC is H-2-Db with pseudo-sequence H-2-Db. (2) The peptide sequence is YLWFKRHVY. The MHC is HLA-A02:06 with pseudo-sequence HLA-A02:06. The binding affinity (normalized) is 0.262. (3) The peptide sequence is WLSMTDEMR. The MHC is HLA-A68:01 with pseudo-sequence HLA-A68:01. The binding affinity (normalized) is 0.673. (4) The peptide sequence is PATLFVWYFW. The MHC is HLA-A32:01 with pseudo-sequence HLA-A32:01. The binding affinity (normalized) is 0.108. (5) The peptide sequence is ALVEMGHHV. The MHC is HLA-A02:03 with pseudo-sequence HLA-A02:03. The binding affinity (normalized) is 0.872.